Dataset: NCI-60 drug combinations with 297,098 pairs across 59 cell lines. Task: Regression. Given two drug SMILES strings and cell line genomic features, predict the synergy score measuring deviation from expected non-interaction effect. (1) Drug 1: CNC(=O)C1=CC=CC=C1SC2=CC3=C(C=C2)C(=NN3)C=CC4=CC=CC=N4. Drug 2: CC1=C(C=C(C=C1)C(=O)NC2=CC(=CC(=C2)C(F)(F)F)N3C=C(N=C3)C)NC4=NC=CC(=N4)C5=CN=CC=C5. Cell line: MCF7. Synergy scores: CSS=-0.146, Synergy_ZIP=-1.55, Synergy_Bliss=-1.64, Synergy_Loewe=-5.00, Synergy_HSA=-2.64. (2) Drug 1: C1=CC(=CC=C1C#N)C(C2=CC=C(C=C2)C#N)N3C=NC=N3. Drug 2: CCC1(CC2CC(C3=C(CCN(C2)C1)C4=CC=CC=C4N3)(C5=C(C=C6C(=C5)C78CCN9C7C(C=CC9)(C(C(C8N6C=O)(C(=O)OC)O)OC(=O)C)CC)OC)C(=O)OC)O.OS(=O)(=O)O. Cell line: HCT-15. Synergy scores: CSS=-18.6, Synergy_ZIP=2.43, Synergy_Bliss=-10.1, Synergy_Loewe=-20.3, Synergy_HSA=-19.1. (3) Synergy scores: CSS=12.5, Synergy_ZIP=2.31, Synergy_Bliss=1.05, Synergy_Loewe=-8.69, Synergy_HSA=0.558. Drug 1: CC12CCC3C(C1CCC2=O)CC(=C)C4=CC(=O)C=CC34C. Cell line: NCI-H460. Drug 2: C1CC(=O)NC(=O)C1N2C(=O)C3=CC=CC=C3C2=O. (4) Drug 1: CCCS(=O)(=O)NC1=C(C(=C(C=C1)F)C(=O)C2=CNC3=C2C=C(C=N3)C4=CC=C(C=C4)Cl)F. Drug 2: COC1=CC(=CC(=C1O)OC)C2C3C(COC3=O)C(C4=CC5=C(C=C24)OCO5)OC6C(C(C7C(O6)COC(O7)C8=CC=CS8)O)O. Cell line: HT29. Synergy scores: CSS=46.0, Synergy_ZIP=-0.815, Synergy_Bliss=-1.97, Synergy_Loewe=-1.33, Synergy_HSA=2.28.